This data is from Peptide-MHC class I binding affinity with 185,985 pairs from IEDB/IMGT. The task is: Regression. Given a peptide amino acid sequence and an MHC pseudo amino acid sequence, predict their binding affinity value. This is MHC class I binding data. (1) The peptide sequence is GDNEIEYGF. The MHC is HLA-B44:03 with pseudo-sequence HLA-B44:03. The binding affinity (normalized) is 0.0992. (2) The peptide sequence is FPVKPQVPLR. The MHC is HLA-B57:01 with pseudo-sequence HLA-B57:01. The binding affinity (normalized) is 0.